Dataset: Catalyst prediction with 721,799 reactions and 888 catalyst types from USPTO. Task: Predict which catalyst facilitates the given reaction. (1) Reactant: Br[C:2]1[CH:3]=[C:4]([O:9][CH:10]([F:12])[F:11])[C:5]([NH2:8])=[N:6][CH:7]=1.[O:13]1CCO[BH:14]1.[CH:18]1(P(C2CCCCC2)C2CCCCC2)[CH2:23]CCC[CH2:19]1.[C:37]([O-:40])(=O)[CH3:38].[K+].O1CCOC[CH2:43]1. Product: [F:11][CH:10]([F:12])[O:9][C:4]1[C:5]([NH2:8])=[N:6][CH:7]=[C:2]([B:14]2[O:13][C:18]([CH3:23])([CH3:19])[C:37]([CH3:38])([CH3:43])[O:40]2)[CH:3]=1. The catalyst class is: 110. (2) Reactant: [CH3:1][C:2]([O:4][C:5]1[S:9][C:8]2[CH2:10][CH2:11][N:12]([CH:14]([C:22]([CH:24]3[CH2:26][CH2:25]3)=[O:23])[C:15]3[CH:16]=[CH:17][CH:18]=[CH:19][C:20]=3[F:21])[CH2:13][C:7]=2[CH:6]=1)=[O:3].[BrH:27]. Product: [CH3:1][C:2]([O:4][C:5]1[S:9][C:8]2[CH2:10][CH2:11][N:12]([CH:14]([C:22]([CH:24]3[CH2:26][CH2:25]3)=[O:23])[C:15]3[C:20]([F:21])=[CH:19][CH:18]=[CH:17][CH:16]=3)[CH2:13][C:7]=2[CH:6]=1)=[O:3].[BrH:27]. The catalyst class is: 311. (3) Reactant: [Br:1][C:2]1[CH:7]=[CH:6][C:5]([CH3:8])=[C:4]([N+:9]([O-])=O)[CH:3]=1.[CH:12]([Mg]Br)=[CH2:13]. Product: [Br:1][C:2]1[CH:7]=[CH:6][C:5]([CH3:8])=[C:4]2[C:3]=1[CH:12]=[CH:13][NH:9]2. The catalyst class is: 1. (4) Reactant: [Cl:1][C:2]1[C:3]([OH:12])=[CH:4][C:5]2[O:9][C:8](=[O:10])[NH:7][C:6]=2[CH:11]=1.N1C=CN=C1.[CH:18]([Si:21](Cl)([CH:25]([CH3:27])[CH3:26])[CH:22]([CH3:24])[CH3:23])([CH3:20])[CH3:19]. Product: [Cl:1][C:2]1[C:3]([O:12][Si:21]([CH:25]([CH3:27])[CH3:26])([CH:22]([CH3:24])[CH3:23])[CH:18]([CH3:20])[CH3:19])=[CH:4][C:5]2[O:9][C:8](=[O:10])[NH:7][C:6]=2[CH:11]=1. The catalyst class is: 9. (5) Reactant: [CH3:1][NH:2][S:3]([CH2:6][CH2:7][C:8]1[CH:13]=[CH:12][C:11]([NH2:14])=[C:10]([C:15]2[CH2:20][CH2:19][C:18]([CH3:22])([CH3:21])[CH2:17][CH:16]=2)[CH:9]=1)(=[O:5])=[O:4].C1CN([P+](Br)(N2CCCC2)N2CCCC2)CC1.F[P-](F)(F)(F)(F)F.[K+].[C:48]([C:50]1[N:51]=[C:52]([C:63]([O-])=[O:64])[N:53]([CH2:55][O:56][CH2:57][CH2:58][Si:59]([CH3:62])([CH3:61])[CH3:60])[CH:54]=1)#[N:49].CCN(C(C)C)C(C)C. Product: [CH3:21][C:18]1([CH3:22])[CH2:19][CH2:20][C:15]([C:10]2[CH:9]=[C:8]([CH2:7][CH2:6][S:3](=[O:4])(=[O:5])[NH:2][CH3:1])[CH:13]=[CH:12][C:11]=2[NH:14][C:63]([C:52]2[N:53]([CH2:55][O:56][CH2:57][CH2:58][Si:59]([CH3:62])([CH3:61])[CH3:60])[CH:54]=[C:50]([C:48]#[N:49])[N:51]=2)=[O:64])=[CH:16][CH2:17]1. The catalyst class is: 2. (6) Reactant: C([N:8]1[CH2:12][CH2:11][CH:10]([C:13]2[CH:18]=[CH:17][C:16]([CH3:19])=[CH:15][N:14]=2)[CH2:9]1)C1C=CC=CC=1.CCN(CC)CC.C(Cl)(=O)OC(Cl)C. Product: [CH3:19][C:16]1[CH:17]=[CH:18][C:13]([CH:10]2[CH2:11][CH2:12][NH:8][CH2:9]2)=[N:14][CH:15]=1. The catalyst class is: 2. (7) Reactant: [C:1]([NH:4][C:5]1[N:9]([CH:10]2[CH2:15][CH2:14][CH2:13][N:12]([C:16]([O:18][CH2:19][C:20]3[CH:25]=[CH:24][CH:23]=[CH:22][CH:21]=3)=[O:17])[CH2:11]2)[N:8]=[C:7]([C:26]2[CH:31]=[CH:30][C:29]([O:32][Si](C(C)(C)C)(C)C)=[CH:28][CH:27]=2)[C:6]=1[C:40]#[N:41])(=[O:3])[CH3:2].O[Li].O. Product: [C:1]([NH:4][C:5]1[N:9]([CH:10]2[CH2:15][CH2:14][CH2:13][N:12]([C:16]([O:18][CH2:19][C:20]3[CH:25]=[CH:24][CH:23]=[CH:22][CH:21]=3)=[O:17])[CH2:11]2)[N:8]=[C:7]([C:26]2[CH:27]=[CH:28][C:29]([OH:32])=[CH:30][CH:31]=2)[C:6]=1[C:40]#[N:41])(=[O:3])[CH3:2]. The catalyst class is: 24.